From a dataset of Full USPTO retrosynthesis dataset with 1.9M reactions from patents (1976-2016). Predict the reactants needed to synthesize the given product. (1) Given the product [CH3:17][N:18]([CH3:39])[CH2:19][CH2:20][NH:21][C:22](=[O:38])[C:23]1[CH:28]=[CH:27][CH:26]=[C:25]([C:2]2[CH:3]=[N:4][CH:5]=[C:6]([C:8]3[CH:13]=[CH:12][C:11]([OH:14])=[C:10]([O:15][CH3:16])[CH:9]=3)[N:7]=2)[CH:24]=1, predict the reactants needed to synthesize it. The reactants are: Cl[C:2]1[N:7]=[C:6]([C:8]2[CH:13]=[CH:12][C:11]([OH:14])=[C:10]([O:15][CH3:16])[CH:9]=2)[CH:5]=[N:4][CH:3]=1.[CH3:17][N:18]([CH3:39])[CH2:19][CH2:20][NH:21][C:22](=[O:38])[C:23]1[CH:28]=[CH:27][CH:26]=[C:25](B2OC(C)(C)C(C)(C)O2)[CH:24]=1.C1(P(C2C=CC=CC=2)C2C=CC=CC=2)C=CC=CC=1.C(=O)([O-])[O-].[Na+].[Na+]. (2) Given the product [C:1]([O:5][C:6]([N:8]1[CH2:13][CH2:12][N:11]([C:14]2[N:19]=[C:18]([C:20]3[CH:25]=[CH:24][N:23]=[C:22]([NH:36][CH:30]4[CH2:35][CH2:34][CH2:33][CH2:32][CH2:31]4)[CH:21]=3)[CH:17]=[C:16]([C:27](=[O:29])[NH2:28])[CH:15]=2)[CH2:10][CH2:9]1)=[O:7])([CH3:4])([CH3:3])[CH3:2], predict the reactants needed to synthesize it. The reactants are: [C:1]([O:5][C:6]([N:8]1[CH2:13][CH2:12][N:11]([C:14]2[N:19]=[C:18]([C:20]3[CH:25]=[CH:24][N:23]=[C:22](F)[CH:21]=3)[CH:17]=[C:16]([C:27](=[O:29])[NH2:28])[CH:15]=2)[CH2:10][CH2:9]1)=[O:7])([CH3:4])([CH3:3])[CH3:2].[CH:30]1([NH2:36])[CH2:35][CH2:34][CH2:33][CH2:32][CH2:31]1. (3) Given the product [NH2:3][CH2:12][C:13]1[CH:18]=[CH:17][C:16]([S:19]([NH:22][CH2:23][CH2:24][CH2:25][CH2:26][N:27]([CH2:31][CH2:32][CH3:33])[CH2:28][CH2:29][CH3:30])(=[O:20])=[O:21])=[CH:15][CH:14]=1, predict the reactants needed to synthesize it. The reactants are: O=C1C2C(=CC=CC=2)C(=O)[N:3]1[CH2:12][C:13]1[CH:18]=[CH:17][C:16]([S:19]([NH:22][CH2:23][CH2:24][CH2:25][CH2:26][N:27]([CH2:31][CH2:32][CH3:33])[CH2:28][CH2:29][CH3:30])(=[O:21])=[O:20])=[CH:15][CH:14]=1.CN.CO. (4) The reactants are: [CH:1]([CH:3]=[CH2:4])=[O:2].[CH2:5]([O:8][CH2:9][CH:10]=[CH2:11])[CH:6]=[CH2:7]. Given the product [CH2:1]([O:2][CH2:11][CH2:10][CH2:9][O:8][CH2:5][CH:6]=[CH2:7])[CH:3]=[CH2:4], predict the reactants needed to synthesize it. (5) The reactants are: [F:1][C:2]1[CH:7]=[CH:6][C:5]([S:8][CH2:9][CH2:10][CH2:11][C:12]([OH:14])=O)=[CH:4][CH:3]=1.[CH3:15][O:16][C:17]1[CH:29]=[CH:28][CH:27]=[CH:26][C:18]=1[CH2:19][NH:20][CH2:21][C:22]([F:25])([F:24])[F:23]. Given the product [F:1][C:2]1[CH:3]=[CH:4][C:5]([S:8][CH2:9][CH2:10][CH2:11][C:12]([N:20]([CH2:19][C:18]2[CH:26]=[CH:27][CH:28]=[CH:29][C:17]=2[O:16][CH3:15])[CH2:21][C:22]([F:24])([F:25])[F:23])=[O:14])=[CH:6][CH:7]=1, predict the reactants needed to synthesize it. (6) Given the product [OH:16][CH2:10][C:8]1[CH:9]=[C:4]2[C:5]([CH2:12][O:2][C:3]2=[O:14])=[CH:6][CH:7]=1, predict the reactants needed to synthesize it. The reactants are: C[O:2][C:3](=[O:14])[C:4]1[CH:9]=[C:8]([CH2:10]Br)[CH:7]=[CH:6][C:5]=1[CH2:12]Br.C(=O)([O-])[O-:16].[Ca+2].Cl. (7) Given the product [NH:15]1[C:16]2[C:12](=[CH:11][CH:10]=[C:9]([NH:8][C:6]([C:5]3[C:4]([N:21]([CH3:23])[CH3:22])=[CH:3][C:2]4[NH:1][C:25]([NH:24][C:27]5[C:32]([CH3:33])=[CH:31][CH:30]=[CH:29][N:28]=5)=[N:20][C:19]=4[CH:18]=3)=[O:7])[CH:17]=2)[CH:13]=[N:14]1, predict the reactants needed to synthesize it. The reactants are: [NH2:1][C:2]1[C:19]([NH2:20])=[CH:18][C:5]([C:6]([NH:8][C:9]2[CH:17]=[C:16]3[C:12]([CH:13]=[N:14][NH:15]3)=[CH:11][CH:10]=2)=[O:7])=[C:4]([N:21]([CH3:23])[CH3:22])[CH:3]=1.[N:24]([C:27]1[C:32]([CH3:33])=[CH:31][CH:30]=[CH:29][N:28]=1)=[C:25]=S. (8) Given the product [Cl:21][C:18]1[CH:19]=[CH:20][C:15]([C:3]2[C:4]3[N:5]([C:8](=[O:14])[N:9]([CH2:11][O:12][CH3:13])[N:10]=3)[CH:6]=[CH:7][C:2]=2[C:30]2[CH:35]=[CH:34][N:33]=[CH:32][CH:31]=2)=[CH:16][CH:17]=1, predict the reactants needed to synthesize it. The reactants are: Br[C:2]1[CH:7]=[CH:6][N:5]2[C:8](=[O:14])[N:9]([CH2:11][O:12][CH3:13])[N:10]=[C:4]2[C:3]=1[C:15]1[CH:20]=[CH:19][C:18]([Cl:21])=[CH:17][CH:16]=1.CC1(C)C(C)(C)OB([C:30]2[CH:35]=[CH:34][N:33]=[CH:32][CH:31]=2)O1.C([O-])([O-])=O.[K+].[K+]. (9) Given the product [C:8]([C:7]1[N:6]=[CH:5][C:4]([NH:10][C@H:11]([CH2:15][CH:16]([CH3:18])[CH3:17])[C:12]([NH2:14])=[O:13])=[CH:3][C:2]=1[NH:19][C:20]1[CH:21]=[C:22]2[C:27](=[CH:28][CH:29]=1)[CH:26]=[N:25][CH:24]=[CH:23]2)#[N:9], predict the reactants needed to synthesize it. The reactants are: Br[C:2]1[CH:3]=[C:4]([NH:10][C@H:11]([CH2:15][CH:16]([CH3:18])[CH3:17])[C:12]([NH2:14])=[O:13])[CH:5]=[N:6][C:7]=1[C:8]#[N:9].[NH2:19][C:20]1[CH:21]=[C:22]2[C:27](=[CH:28][CH:29]=1)[CH:26]=[N:25][CH:24]=[CH:23]2.O(C1C=CC=CC=1)[Na].O.O.O.CC1(C)C2C(=C(P(C3C=CC=CC=3)C3C=CC=CC=3)C=CC=2)OC2C(P(C3C=CC=CC=3)C3C=CC=CC=3)=CC=CC1=2.